From a dataset of Forward reaction prediction with 1.9M reactions from USPTO patents (1976-2016). Predict the product of the given reaction. (1) Given the reactants [NH:1]1[CH2:6][CH2:5][O:4][CH2:3][CH2:2]1.[CH2:7]([O:9][C:10]([C:12]1[N:13]([C:33]2[CH:38]=[CH:37][C:36]([O:39][CH:40]([CH3:42])[CH3:41])=[CH:35][CH:34]=2)[C:14]2[C:19]([C:20]=1C=O)=[CH:18][C:17]([C:23]1[CH:28]=[CH:27][C:26]([C:29]([CH3:32])([CH3:31])[CH3:30])=[CH:25][CH:24]=1)=[CH:16][CH:15]=2)=[O:11])[CH3:8].[C:43](O)(=O)C.[BH3-]C#N.[Na+], predict the reaction product. The product is: [CH2:7]([O:9][C:10]([C:12]1[N:13]([C:33]2[CH:38]=[CH:37][C:36]([O:39][CH:40]([CH3:41])[CH3:42])=[CH:35][CH:34]=2)[C:14]2[C:19]([C:20]=1[N:1]1[CH2:6][CH2:5][O:4][CH2:3][CH2:2]1)=[C:18]([CH3:43])[C:17]([C:23]1[CH:28]=[CH:27][C:26]([C:29]([CH3:31])([CH3:30])[CH3:32])=[CH:25][CH:24]=1)=[CH:16][CH:15]=2)=[O:11])[CH3:8]. (2) Given the reactants C[Si](C)(C)[N-][Si](C)(C)C.[Li+].[CH3:11][CH2:12][O:13][C:14]([CH3:16])=[O:15].[C:17]([O:21][C:22]([N:24]1[CH2:29][CH2:28][C:27](=[O:30])[CH2:26][CH2:25]1)=[O:23])([CH3:20])([CH3:19])[CH3:18].O, predict the reaction product. The product is: [C:17]([O:21][C:22]([N:24]1[CH2:29][CH2:28][C:27]([CH2:16][C:14]([O:13][CH2:12][CH3:11])=[O:15])([OH:30])[CH2:26][CH2:25]1)=[O:23])([CH3:20])([CH3:18])[CH3:19]. (3) Given the reactants Cl[C:2]1[C:3](=[O:16])[NH:4][C:5]2[C:10]([N:11]=1)=[CH:9][C:8]([C:12]([O:14][CH3:15])=[O:13])=[CH:7][CH:6]=2.[CH3:17][C@H:18]1[CH2:23][CH2:22][CH2:21][CH2:20][NH:19]1.CCN(C(C)C)C(C)C, predict the reaction product. The product is: [CH3:17][C@H:18]1[CH2:23][CH2:22][CH2:21][CH2:20][N:19]1[C:2]1[C:3](=[O:16])[NH:4][C:5]2[C:10]([N:11]=1)=[CH:9][C:8]([C:12]([O:14][CH3:15])=[O:13])=[CH:7][CH:6]=2. (4) Given the reactants [CH2:1]1[CH:6]([CH2:7][N:8]2[C:13](=[O:14])[CH:12]=[CH:11][C:9]2=[O:10])[CH2:5][CH2:4][CH:3]([C:15]([O:17][N:18]2[C:23](=[O:24])[CH:22](S([O-])(=O)=O)[CH2:21][C:19]2=[O:20])=[O:16])[CH2:2]1.[Na+].C([O-])(=O)CCC([O-])=O.C(N(CC(O)=O)CC(O)=O)CN(CC(O)=O)CC(O)=O, predict the reaction product. The product is: [CH2:1]1[CH:6]([CH2:7][N:8]2[C:13](=[O:14])[CH:12]=[CH:11][C:9]2=[O:10])[CH2:5][CH2:4][CH:3]([C:15]([O:17][N:18]2[C:19](=[O:20])[CH2:21][CH2:22][C:23]2=[O:24])=[O:16])[CH2:2]1. (5) Given the reactants [Cl:1][C:2]1[CH:28]=[CH:27][C:5]([CH2:6][N:7]2[C:15]3[C:10](=[CH:11][CH:12]=[CH:13][CH:14]=3)[CH:9]=[C:8]2[C:16]([N:18]2[CH2:23][CH2:22][CH:21]([C:24](O)=[O:25])[CH2:20][CH2:19]2)=[O:17])=[CH:4][CH:3]=1.CCN(C(C)C)C(C)C.C(Cl)CCl.C1C=CC2N(O)N=NC=2C=1.[C:52]1([CH:58]2[CH2:62][CH2:61][CH2:60][NH:59]2)[CH:57]=[CH:56][CH:55]=[CH:54][CH:53]=1, predict the reaction product. The product is: [Cl:1][C:2]1[CH:28]=[CH:27][C:5]([CH2:6][N:7]2[C:15]3[C:10](=[CH:11][CH:12]=[CH:13][CH:14]=3)[CH:9]=[C:8]2[C:16]([N:18]2[CH2:23][CH2:22][CH:21]([C:24]([N:59]3[CH2:60][CH2:61][CH2:62][CH:58]3[C:52]3[CH:57]=[CH:56][CH:55]=[CH:54][CH:53]=3)=[O:25])[CH2:20][CH2:19]2)=[O:17])=[CH:4][CH:3]=1.